Dataset: Reaction yield outcomes from USPTO patents with 853,638 reactions. Task: Predict the reaction yield, written as a fraction of the theoretical maximum amount of product (1.0 means a 100% yield; for example, 0.34 means a 34% yield). (1) The reactants are [Cl:1][C:2]1[CH:3]=[C:4]2[C:9](=[CH:10][CH:11]=1)[CH:8]([C:12]1[CH:16]=[C:15](Br)[S:14][C:13]=1[Br:18])[N:7]([C:19]([O:21][C:22]([CH3:25])([CH3:24])[CH3:23])=[O:20])[CH2:6][CH2:5]2.[N:26]1[CH:31]=[CH:30][C:29](B(O)O)=[CH:28][CH:27]=1.C(=O)([O-])[O-].[Cs+].[Cs+].O1CCOCC1.O. No catalyst specified. The product is [Br:18][C:13]1[S:14][C:15]([C:29]2[CH:30]=[CH:31][N:26]=[CH:27][CH:28]=2)=[CH:16][C:12]=1[CH:8]1[C:9]2[C:4](=[CH:3][C:2]([Cl:1])=[CH:11][CH:10]=2)[CH2:5][CH2:6][N:7]1[C:19]([O:21][C:22]([CH3:24])([CH3:23])[CH3:25])=[O:20]. The yield is 0.410. (2) The reactants are [Cl:1][C:2]1[CH:10]=[C:6]([C:7]([OH:9])=O)[C:5]([OH:11])=[CH:4][CH:3]=1.[NH2:12][C:13]1[CH:14]=[C:15]([C:28]([F:31])([F:30])[F:29])[CH:16]=[CH:17][C:18]=1[O:19][C:20]1[CH:25]=[CH:24][C:23]([O:26][CH3:27])=[CH:22][CH:21]=1. No catalyst specified. The product is [Cl:1][C:2]1[CH:3]=[CH:4][C:5]([OH:11])=[C:6]([CH:10]=1)[C:7]([NH:12][C:13]1[CH:14]=[C:15]([C:28]([F:31])([F:30])[F:29])[CH:16]=[CH:17][C:18]=1[O:19][C:20]1[CH:25]=[CH:24][C:23]([O:26][CH3:27])=[CH:22][CH:21]=1)=[O:9]. The yield is 0.881. (3) The reactants are [C:1]([O:5][C:6]([NH:8][C:9]([CH3:14])([CH3:13])[C:10]([OH:12])=O)=[O:7])([CH3:4])([CH3:3])[CH3:2].O.ON1C2C=CC=CC=2N=N1.Cl.CN(C)CCCN=C=NCC.C(N(CC)CC)C.Cl.[NH2:46][CH:47]1[CH:54]2[CH2:55][CH:50]3[CH2:51][CH:52]([CH2:56][CH:48]1[CH2:49]3)[CH2:53]2. The catalyst is C(Cl)Cl. The product is [C:1]([O:5][C:6](=[O:7])[NH:8][C:9]([C:10](=[O:12])[NH:46][CH:47]1[CH:48]2[CH2:56][CH:52]3[CH2:51][CH:50]([CH2:55][CH:54]1[CH2:53]3)[CH2:49]2)([CH3:14])[CH3:13])([CH3:2])([CH3:3])[CH3:4]. The yield is 0.900. (4) The reactants are [C:9](O[C:9]([O:11][C:12]([CH3:15])([CH3:14])[CH3:13])=[O:10])([O:11][C:12]([CH3:15])([CH3:14])[CH3:13])=[O:10].[Br:16][C:17]1[C:18]([NH:24][CH:25]2[CH2:30][CH2:29][NH:28][CH2:27][CH2:26]2)=[CH:19][C:20]([NH2:23])=[N:21][CH:22]=1.C(N(CC)CC)C. The product is [NH2:23][C:20]1[CH:19]=[C:18]([NH:24][CH:25]2[CH2:26][CH2:27][N:28]([C:9]([O:11][C:12]([CH3:13])([CH3:14])[CH3:15])=[O:10])[CH2:29][CH2:30]2)[C:17]([Br:16])=[CH:22][N:21]=1. The catalyst is ClCCl. The yield is 0.770.